Predict which catalyst facilitates the given reaction. From a dataset of Catalyst prediction with 721,799 reactions and 888 catalyst types from USPTO. (1) Reactant: [C:1](=[O:4])([O-])[O-].[K+].[K+].Cl.[C:8]([C:10]1[C:11](O)=[C:12]([C:16]2[N:26]=[CH:25][CH:24]=[CH:23][C:17]=2[C:18]([O:20][CH2:21][CH3:22])=[O:19])[CH:13]=[CH:14][CH:15]=1)#[N:9].[CH2:28](I)[CH:29](C)[CH3:30]. Product: [C:8]([C:10]1[CH:11]=[C:12]([C:16]2[N:26]=[CH:25][CH:24]=[CH:23][C:17]=2[C:18]([O:20][CH2:21][CH3:22])=[O:19])[CH:13]=[CH:14][C:15]=1[O:4][CH2:1][CH:29]([CH3:30])[CH3:28])#[N:9]. The catalyst class is: 3. (2) Reactant: FC(F)(F)S([O-])(=O)=O.[N:9]([CH2:12][C@H:13]([O:56][Si](CC)(CC)CC)[CH2:14][N+:15]1[CH:20]=[CH:19][CH:18]=[C:17]([C:21]([C:23]2[N:24]=[CH:25][N:26]3[CH:30]=[C:29]([C:31]4[C@H:32]([CH3:55])[C@@H:33]5[C@@H:50]([C@H:51]([OH:53])[CH3:52])[C:49](=[O:54])[N:34]5[C:35]=4[C:36]([O:38]CC4C=CC([N+]([O-])=O)=CC=4)=[O:37])[S:28][C:27]=23)=[O:22])[CH:16]=1)=[N+]=[N-].O.Cl.C(=O)([O-])O.[Na+]. Product: [NH2:9][CH2:12][C@@H:13]([OH:56])[CH2:14][N+:15]1[CH:20]=[CH:19][CH:18]=[C:17]([C:21]([C:23]2[N:24]=[CH:25][N:26]3[CH:30]=[C:29]([C:31]4[C@H:32]([CH3:55])[C@@H:33]5[C@@H:50]([C@H:51]([OH:53])[CH3:52])[C:49](=[O:54])[N:34]5[C:35]=4[C:36]([O-:38])=[O:37])[S:28][C:27]=23)=[O:22])[CH:16]=1. The catalyst class is: 1. (3) Reactant: [CH3:1][N:2]1[CH2:7][CH2:6][CH2:5][C:4]([CH2:9][OH:10])([CH3:8])[CH2:3]1.[H-].[Na+].F[C:14]1[CH:15]=[C:16]([CH:19]=[CH:20][CH:21]=1)[C:17]#[N:18]. Product: [CH3:1][N:2]1[CH2:7][CH2:6][CH2:5][C:4]([CH2:9][O:10][C:14]2[CH:15]=[C:16]([CH:19]=[CH:20][CH:21]=2)[C:17]#[N:18])([CH3:8])[CH2:3]1. The catalyst class is: 3. (4) Reactant: [C:1]([O:5][C:6]([NH:8][C@@H:9]([CH2:22][CH:23]=[CH2:24])[C:10]([N:12]1[CH2:16][C@H:15]([OH:17])[CH2:14][C@H:13]1[C:18]([O:20]C)=[O:19])=[O:11])=[O:7])([CH3:4])([CH3:3])[CH3:2].C(O)C.O.[OH-].[Li+]. Product: [C:1]([O:5][C:6]([NH:8][C@@H:9]([CH2:22][CH:23]=[CH2:24])[C:10]([N:12]1[CH2:16][C@H:15]([OH:17])[CH2:14][C@H:13]1[C:18]([OH:20])=[O:19])=[O:11])=[O:7])([CH3:4])([CH3:3])[CH3:2]. The catalyst class is: 30. (5) Reactant: [Li+].C[Si]([N-][Si](C)(C)C)(C)C.[CH3:11][C:12]([N:17]1[C:21]2[N:22]=[CH:23][N:24]=[CH:25][C:20]=2[CH:19]=[CH:18]1)([CH2:15][OH:16])[CH2:13]O.S(Cl)(C1C=CC(C)=CC=1)(=O)=O.[NH4+].[Cl-]. Product: [CH3:11][C:12]1([N:17]2[C:21]3[N:22]=[CH:23][N:24]=[CH:25][C:20]=3[CH:19]=[CH:18]2)[CH2:15][O:16][CH2:13]1. The catalyst class is: 1. (6) Reactant: [CH2:1]([O:8][N:9]=[C:10]1[C:18]2([CH2:23][CH2:22][CH2:21][CH2:20][CH2:19]2)[C:17]2[C:12](=[CH:13][CH:14]=[C:15](Br)[CH:16]=2)[NH:11]1)[C:2]1[CH:7]=[CH:6][CH:5]=[CH:4][CH:3]=1.[CH3:25][O:26][C:27]1[CH:28]=[C:29](B(O)O)[CH:30]=[CH:31][CH:32]=1.CCCCCC. Product: [CH2:1]([O:8][N:9]=[C:10]1[C:18]2([CH2:23][CH2:22][CH2:21][CH2:20][CH2:19]2)[C:17]2[C:12](=[CH:13][CH:14]=[C:15]([C:31]3[CH:30]=[CH:29][CH:28]=[C:27]([O:26][CH3:25])[CH:32]=3)[CH:16]=2)[NH:11]1)[C:2]1[CH:7]=[CH:6][CH:5]=[CH:4][CH:3]=1. The catalyst class is: 13. (7) Reactant: C[O:2][C@@H:3]([C:5]1[N:6]=[CH:7][N:8]([C:10]2[CH:27]=[C:15]3[C:16]4[C:21]([CH2:22][CH2:23][N:14]3[C:13](=[O:28])[CH2:12][N:11]=2)=[C:20]([C:24]([CH3:26])=[CH2:25])[CH:19]=[CH:18][CH:17]=4)[CH:9]=1)[CH3:4].[CH:29]1([Mg]Br)C[CH2:30]1. Product: [CH:24]1([C:20]2[CH:19]=[CH:18][CH:17]=[C:16]3[C:21]=2[CH2:22][CH2:23][N:14]2[C:13](=[O:28])[CH2:12][N:11]=[C:10]([N:8]4[CH:9]=[C:5]([CH:3]([CH:4]5[CH2:30][CH2:29]5)[OH:2])[N:6]=[CH:7]4)[CH:27]=[C:15]23)[CH2:26][CH2:25]1. The catalyst class is: 1. (8) Reactant: [O:1]=[C:2]1[C@@H:6]([NH:7][C:8](=[O:14])[O:9][C:10]([CH3:13])([CH3:12])[CH3:11])[CH2:5][CH2:4][S:3]1.[CH3:15][O-:16].[Na+].FC(F)(F)S(O[CH2:24][C@@H:25]1[C@@H:32]2[C@@H:28]([O:29][C:30]([CH3:34])([CH3:33])[O:31]2)[C@H:27]([N:35]2[CH:43]=[N:42][C:41]3[C:36]2=[N:37][C:38]([Cl:45])=[N:39][C:40]=3[NH2:44])[O:26]1)(=O)=O. Product: [NH2:44][C:40]1[N:39]=[C:38]([Cl:45])[N:37]=[C:36]2[C:41]=1[N:42]=[CH:43][N:35]2[C@H:27]1[C@@H:28]2[O:29][C:30]([CH3:33])([CH3:34])[O:31][C@@H:32]2[C@@H:25]([CH2:24][S:3][CH2:4][CH2:5][C@H:6]([NH:7][C:8]([O:9][C:10]([CH3:13])([CH3:12])[CH3:11])=[O:14])[C:2]([O:16][CH3:15])=[O:1])[O:26]1. The catalyst class is: 5.